This data is from Reaction yield outcomes from USPTO patents with 853,638 reactions. The task is: Predict the reaction yield, written as a fraction of the theoretical maximum amount of product (1.0 means a 100% yield; for example, 0.34 means a 34% yield). (1) The catalyst is C1COCC1.CO. The product is [CH3:1][O:2][C:3]1[CH:8]=[CH:7][CH:6]=[CH:5][C:4]=1[CH:9]([CH2:14][C:15]1[CH:20]=[CH:19][CH:18]=[CH:17][CH:16]=1)[C:10]([OH:12])=[O:11]. The yield is 0.510. The reactants are [CH3:1][O:2][C:3]1[CH:8]=[CH:7][CH:6]=[CH:5][C:4]=1[CH:9]([CH2:14][C:15]1[CH:20]=[CH:19][CH:18]=[CH:17][CH:16]=1)[C:10]([O:12]C)=[O:11].[OH-].[Na+].O.Cl. (2) The catalyst is C(O)(C(F)(F)F)=O. The reactants are COC1C=C(C=CC=1OC)C[NH:7][C:8]1[N:9]=[C:10]([C:25]2[O:26][CH:27]=[CH:28][CH:29]=2)[C:11]2[CH:16]=[CH:15][N:14]([CH2:17][C:18]3[CH:23]=[CH:22][CH:21]=[CH:20][C:19]=3[F:24])[C:12]=2[N:13]=1. The yield is 0.510. The product is [F:24][C:19]1[CH:20]=[CH:21][CH:22]=[CH:23][C:18]=1[CH2:17][N:14]1[C:12]2[N:13]=[C:8]([NH2:7])[N:9]=[C:10]([C:25]3[O:26][CH:27]=[CH:28][CH:29]=3)[C:11]=2[CH:16]=[CH:15]1. (3) The reactants are [NH2:1][C:2]1[CH:3]=[N:4][C:5]2[C:10]([C:11]=1[NH:12][C:13]1[CH:18]=[CH:17][C:16]([N:19]3[CH2:24][CH2:23][CH:22]([C:25]([O:27][CH3:28])=[O:26])[CH2:21][CH2:20]3)=[C:15]([C:29]([F:32])([F:31])[F:30])[CH:14]=1)=[CH:9][C:8]([Br:33])=[CH:7][CH:6]=2.[H-].[Na+].Br[CH2:37][C:38](OCCCC)=[O:39]. The catalyst is CN(C=O)C. The yield is 0.940. The product is [Br:33][C:8]1[CH:7]=[CH:6][C:5]2[N:4]=[CH:3][C:2]3[NH:1][C:38](=[O:39])[CH2:37][N:12]([C:13]4[CH:18]=[CH:17][C:16]([N:19]5[CH2:20][CH2:21][CH:22]([C:25]([O:27][CH3:28])=[O:26])[CH2:23][CH2:24]5)=[C:15]([C:29]([F:31])([F:30])[F:32])[CH:14]=4)[C:11]=3[C:10]=2[CH:9]=1. (4) The reactants are C([O:8][C:9]1[CH:14]=[CH:13][C:12]([CH2:15][CH2:16][C:17]([CH3:27])([S:23]([CH3:26])(=[O:25])=[O:24])[C:18]([O:20][CH2:21][CH3:22])=[O:19])=[CH:11][CH:10]=1)C1C=CC=CC=1.C1CCCCC=1. The catalyst is [OH-].[OH-].[Pd+2].C(O)C. The product is [OH:8][C:9]1[CH:10]=[CH:11][C:12]([CH2:15][CH2:16][C:17]([CH3:27])([S:23]([CH3:26])(=[O:25])=[O:24])[C:18]([O:20][CH2:21][CH3:22])=[O:19])=[CH:13][CH:14]=1. The yield is 0.946.